This data is from Reaction yield outcomes from USPTO patents with 853,638 reactions. The task is: Predict the reaction yield, written as a fraction of the theoretical maximum amount of product (1.0 means a 100% yield; for example, 0.34 means a 34% yield). (1) The reactants are Br[C:2]1[CH:7]=[CH:6][CH:5]=[CH:4][C:3]=1[CH2:8][N:9]1[C:14](=[O:15])[C:13]([C:16]([NH:18][CH2:19][C:20]([OH:22])=[O:21])=[O:17])=[C:12]([OH:23])[C:11]([CH:24]([CH3:26])[CH3:25])=[N:10]1.[CH3:27][O:28][C:29]1[CH:34]=[CH:33][CH:32]=[CH:31][C:30]=1B(O)O.C(=O)([O-])[O-].[K+].[K+].Cl. The catalyst is O1CCOCC1.O.C1C=CC([P]([Pd]([P](C2C=CC=CC=2)(C2C=CC=CC=2)C2C=CC=CC=2)([P](C2C=CC=CC=2)(C2C=CC=CC=2)C2C=CC=CC=2)[P](C2C=CC=CC=2)(C2C=CC=CC=2)C2C=CC=CC=2)(C2C=CC=CC=2)C2C=CC=CC=2)=CC=1. The product is [OH:23][C:12]1[C:11]([CH:24]([CH3:26])[CH3:25])=[N:10][N:9]([CH2:8][C:3]2[CH:4]=[CH:5][CH:6]=[CH:7][C:2]=2[C:30]2[CH:31]=[CH:32][CH:33]=[CH:34][C:29]=2[O:28][CH3:27])[C:14](=[O:15])[C:13]=1[C:16]([NH:18][CH2:19][C:20]([OH:22])=[O:21])=[O:17]. The yield is 0.496. (2) The reactants are [CH2:1]([O:3][C:4](=[O:25])[CH:5]([C:7]1[CH:12]=[CH:11][C:10]([NH:13][C:14]([O:16][CH:17]2[CH2:24][CH2:23][CH2:22][CH2:21][CH2:20][CH:19]=[CH:18]2)=[O:15])=[CH:9][CH:8]=1)[OH:6])[CH3:2].C(N(C(C)C)CC)(C)C.[CH2:35]1[C:40](=[O:41])[N:39]([O:42][C:43](ON2C(=O)CCC2=O)=[O:44])[C:37](=[O:38])[CH2:36]1. The catalyst is C(#N)C. The product is [CH:17]1([O:16][C:14]([NH:13][C:10]2[CH:11]=[CH:12][C:7]([CH:5]([O:6][C:43]([O:42][N:39]3[C:40](=[O:41])[CH2:35][CH2:36][C:37]3=[O:38])=[O:44])[C:4]([O:3][CH2:1][CH3:2])=[O:25])=[CH:8][CH:9]=2)=[O:15])[CH2:24][CH2:23][CH2:22][CH2:21][CH2:20][CH:19]=[CH:18]1. The yield is 0.530. (3) The reactants are [CH2:1]([O:4][CH:5]1[CH2:10][CH2:9][CH2:8][CH2:7][O:6]1)[C:2]#[CH:3].Br[CH2:12][CH2:13][CH2:14][CH2:15][O:16][Si:17]([C:30]([CH3:33])([CH3:32])[CH3:31])([C:24]1[CH:29]=[CH:28][CH:27]=[CH:26][CH:25]=1)[C:18]1[CH:23]=[CH:22][CH:21]=[CH:20][CH:19]=1. No catalyst specified. The product is [C:30]([Si:17]([C:18]1[CH:19]=[CH:20][CH:21]=[CH:22][CH:23]=1)([C:24]1[CH:29]=[CH:28][CH:27]=[CH:26][CH:25]=1)[O:16][CH2:15][CH2:14][CH2:13][CH2:12][C:3]#[C:2][CH2:1][O:4][CH:5]1[CH2:10][CH2:9][CH2:8][CH2:7][O:6]1)([CH3:31])([CH3:32])[CH3:33]. The yield is 0.650. (4) The catalyst is O. The product is [CH2:16]([O:15][C:14]([NH:1][CH:2]([C:6]1[CH:11]=[CH:10][CH:9]=[CH:8][CH:7]=1)[C:3]([OH:5])=[O:4])=[O:23])[C:17]1[CH:22]=[CH:21][CH:20]=[CH:19][CH:18]=1. The yield is 0.910. The reactants are [NH2:1][CH:2]([C:6]1[CH:11]=[CH:10][CH:9]=[CH:8][CH:7]=1)[C:3]([OH:5])=[O:4].[OH-].[Na+].[C:14](Cl)(=[O:23])[O:15][CH2:16][C:17]1[CH:22]=[CH:21][CH:20]=[CH:19][CH:18]=1. (5) The reactants are [OH-].[Na+].[C:3]([O:7][C:8](=[O:30])[N:9]([CH2:13][C:14]1[CH:19]=[CH:18][C:17]([Cl:20])=[C:16]([C:21](C)(C)[O:22][SiH2]C(C)(C)C)[CH:15]=1)[CH:10]1[CH2:12][CH2:11]1)([CH3:6])([CH3:5])[CH3:4]. The catalyst is CO. The product is [C:3]([O:7][C:8](=[O:30])[N:9]([CH2:13][C:14]1[CH:19]=[CH:18][C:17]([Cl:20])=[C:16]([CH2:21][OH:22])[CH:15]=1)[CH:10]1[CH2:12][CH2:11]1)([CH3:6])([CH3:4])[CH3:5]. The yield is 1.00. (6) The reactants are [F:1][C:2]1[CH:7]=[CH:6][C:5]([F:8])=[CH:4][C:3]=1[CH:9](O)[C:10]1[CH:15]=[CH:14][CH:13]=[CH:12][N:11]=1.CN(C)C=O.[Cl:22][C:23]1[CH:28]=[CH:27][C:26]([SH:29])=[CH:25][CH:24]=1.C(=O)([O-])[O-].[K+].[K+]. The catalyst is S(Cl)(Cl)=O.C(OCC)C. The product is [Cl:22][C:23]1[CH:28]=[CH:27][C:26]([S:29][CH:9]([C:3]2[CH:4]=[C:5]([F:8])[CH:6]=[CH:7][C:2]=2[F:1])[C:10]2[CH:15]=[CH:14][CH:13]=[CH:12][N:11]=2)=[CH:25][CH:24]=1. The yield is 0.920. (7) The reactants are [Cl:1][C:2]1[CH:3]=[C:4]([CH:30]=[O:31])[C:5]2[C:6]([CH:29]=1)=[N:7][N:8]([CH2:10][C:11]([NH:15][C:16](=[O:28])[C:17]1[CH:22]=[CH:21][C:20]([O:23][C:24]([F:27])([F:26])[F:25])=[CH:19][CH:18]=1)([C:13]#[N:14])[CH3:12])[N:9]=2.CC(=CC)C.Cl[O-].[Na+].P([O-])(O)(O)=[O:41].[Na+]. The catalyst is C1COCC1.O.C(O)(C)(C)C. The product is [Cl:1][C:2]1[CH:3]=[C:4]([C:30]([OH:41])=[O:31])[C:5]2[C:6]([CH:29]=1)=[N:7][N:8]([CH2:10][C:11]([C:13]#[N:14])([NH:15][C:16]([C:17]1[CH:18]=[CH:19][C:20]([O:23][C:24]([F:26])([F:25])[F:27])=[CH:21][CH:22]=1)=[O:28])[CH3:12])[N:9]=2. The yield is 0.870. (8) The reactants are [C:1]1([CH:7]([C:12]2[CH:17]=[CH:16][CH:15]=[CH:14][CH:13]=2)[CH2:8][C:9]([OH:11])=O)[CH:6]=[CH:5][CH:4]=[CH:3][CH:2]=1.[CH:18]([NH:21][NH:22][C:23](=[O:30])[C:24]1[CH:29]=[CH:28][CH:27]=[CH:26][CH:25]=1)([CH3:20])[CH3:19].C(N(CC)CC)C.C1C=CC2N(O)N=NC=2C=1.CCN=C=NCCCN(C)C. The catalyst is CN(C=O)C. The product is [C:12]1([CH:7]([C:1]2[CH:2]=[CH:3][CH:4]=[CH:5][CH:6]=2)[CH2:8][C:9]([N:21]([CH:18]([CH3:20])[CH3:19])[NH:22][C:23](=[O:30])[C:24]2[CH:29]=[CH:28][CH:27]=[CH:26][CH:25]=2)=[O:11])[CH:17]=[CH:16][CH:15]=[CH:14][CH:13]=1. The yield is 0.270.